From a dataset of Forward reaction prediction with 1.9M reactions from USPTO patents (1976-2016). Predict the product of the given reaction. (1) Given the reactants [OH:1][C:2]1[CH:10]=[CH:9][C:5]([C:6]([OH:8])=[O:7])=[CH:4][CH:3]=1.[OH-].[Na+].[C:13](Cl)(=[O:22])[CH2:14][CH2:15][CH2:16][CH2:17][CH2:18][CH2:19][CH2:20][CH3:21].Cl, predict the reaction product. The product is: [C:13]([O:1][C:2]1[CH:10]=[CH:9][C:5]([C:6]([OH:8])=[O:7])=[CH:4][CH:3]=1)(=[O:22])[CH2:14][CH2:15][CH2:16][CH2:17][CH2:18][CH2:19][CH2:20][CH3:21]. (2) Given the reactants Cl[C:2]1[N:3]=[C:4]([N:18]2[CH2:23][CH2:22][N:21]([C:24]([O:26][C:27]([CH3:30])([CH3:29])[CH3:28])=[O:25])[CH2:20][CH2:19]2)[C:5]2[CH2:10][CH2:9][CH:8]([C:11]3[CH:16]=[CH:15][C:14]([F:17])=[CH:13][CH:12]=3)[C:6]=2[N:7]=1.[Cl:31][C:32]1[N:33]=[CH:34][N:35]([C:37]2[CH:43]=[CH:42][C:40]([NH2:41])=[CH:39][C:38]=2[O:44][CH3:45])[CH:36]=1, predict the reaction product. The product is: [Cl:31][C:32]1[N:33]=[CH:34][N:35]([C:37]2[CH:43]=[CH:42][C:40]([NH:41][C:2]3[N:3]=[C:4]([N:18]4[CH2:19][CH2:20][N:21]([C:24]([O:26][C:27]([CH3:29])([CH3:30])[CH3:28])=[O:25])[CH2:22][CH2:23]4)[C:5]4[CH2:10][CH2:9][CH:8]([C:11]5[CH:12]=[CH:13][C:14]([F:17])=[CH:15][CH:16]=5)[C:6]=4[N:7]=3)=[CH:39][C:38]=2[O:44][CH3:45])[CH:36]=1.